This data is from Full USPTO retrosynthesis dataset with 1.9M reactions from patents (1976-2016). The task is: Predict the reactants needed to synthesize the given product. (1) Given the product [C:10]([C:2]1[CH:3]=[N:4][CH:5]=[CH:6][C:7]=1[CH3:8])#[CH:11], predict the reactants needed to synthesize it. The reactants are: Br[C:2]1[CH:3]=[N:4][CH:5]=[CH:6][C:7]=1[CH3:8].N[C:10]1N=CC(C2N=NN(C3C=C(C=CC=3C)C(NC3C=C(C(C)(C)C)C=C(NS(C)(=O)=O)C=3OC)=O)C=2)=C[CH:11]=1. (2) Given the product [CH2:1]([O:3][C:4]([CH:6]1[CH:10]([C:11]2[CH:16]=[CH:15][C:14]([NH2:17])=[CH:13][CH:12]=2)[CH2:9][N:8]([C:20](=[O:28])[CH2:21][CH2:22][C:23]([O:25][CH2:26][CH3:27])=[O:24])[CH2:7]1)=[O:5])[CH3:2], predict the reactants needed to synthesize it. The reactants are: [CH2:1]([O:3][C:4]([CH:6]1[CH:10]([C:11]2[CH:16]=[CH:15][C:14]([N+:17]([O-])=O)=[CH:13][CH:12]=2)[CH2:9][N:8]([C:20](=[O:28])[CH2:21][CH2:22][C:23]([O:25][CH2:26][CH3:27])=[O:24])[CH2:7]1)=[O:5])[CH3:2]. (3) Given the product [O:45]1[CH2:50][CH2:49][O:48][CH2:47][CH:46]1[C:51]1[C:59]2[S:58][C:57]([NH:60][C:4](=[O:6])[C:3]3[CH:7]=[CH:8][CH:9]=[C:10]([CH3:11])[C:2]=3[CH3:1])=[N:56][C:55]=2[C:54]([O:61][CH3:62])=[CH:53][CH:52]=1, predict the reactants needed to synthesize it. The reactants are: [CH3:1][C:2]1[C:10]([CH3:11])=[CH:9][CH:8]=[CH:7][C:3]=1[C:4]([OH:6])=O.CN(C(ON1N=NC2C=CC=NC1=2)=[N+](C)C)C.F[P-](F)(F)(F)(F)F.C(N(C(C)C)C(C)C)C.[O:45]1[CH2:50][CH2:49][O:48][CH2:47][CH:46]1[C:51]1[C:59]2[S:58][C:57]([NH2:60])=[N:56][C:55]=2[C:54]([O:61][CH3:62])=[CH:53][CH:52]=1. (4) Given the product [Cl:8][C:9]1[CH:10]=[C:11]([C:19]2[S:23][C:22]([C:24]3[C:25]([CH3:34])=[C:26]4[C:31](=[CH:32][CH:33]=3)[CH2:30][N:29]([C:55](=[O:56])[CH2:57][NH:58][CH2:2][CH2:3][OH:5])[CH2:28][CH2:27]4)=[N:21][N:20]=2)[CH:12]=[CH:13][C:14]=1[O:15][CH:16]([CH3:18])[CH3:17], predict the reactants needed to synthesize it. The reactants are: F[C:2](F)(F)[C:3]([OH:5])=O.[Cl:8][C:9]1[CH:10]=[C:11]([C:19]2[S:23][C:22]([C:24]3[C:25]([CH3:34])=[C:26]4[C:31](=[CH:32][CH:33]=3)[CH2:30][NH:29][CH2:28][CH2:27]4)=[N:21][N:20]=2)[CH:12]=[CH:13][C:14]=1[O:15][CH:16]([CH3:18])[CH3:17].CCN(C(C)C)C(C)C.BrCC(Br)=O.C(=O)([O-])[O-].[K+].[K+].[CH2:55]([CH2:57][NH2:58])[OH:56]. (5) Given the product [CH3:18][C:13]1=[N:14][NH:15][C:16](=[O:17])/[C:12]/1=[C:4]1\[NH:5][C:6]2[C:11]([C:2]([S:22][C:21]3[CH:20]=[CH:19][CH:25]=[CH:24][N:23]=3)=[CH:3]\1)=[CH:10][CH:9]=[CH:8][CH:7]=2, predict the reactants needed to synthesize it. The reactants are: Cl[C:2]1[C:11]2[C:6](=[CH:7][CH:8]=[CH:9][CH:10]=2)[NH:5]/[C:4](=[C:12]2/[C:13]([CH3:18])=[N:14][NH:15][C:16]/2=[O:17])/[CH:3]=1.[CH:19]1[CH:25]=[CH:24][NH:23][C:21](=[S:22])[CH:20]=1. (6) Given the product [N:36]1([CH2:32][C:30]2[CH:29]=[N:28][N:27]([C:25]3[C:24]([CH3:34])=[CH:23][N:22]=[C:21]([NH:20][C:4]4[C:3]([O:2][CH3:1])=[CH:8][C:7]([N:9]5[CH2:15][CH2:14][CH2:13][N:12]([CH3:16])[CH2:11][CH2:10]5)=[C:6]([NH:17][C:3](=[O:2])[CH:4]=[CH2:5])[CH:5]=4)[N:26]=3)[CH:31]=2)[CH2:39][CH2:38][CH2:37]1, predict the reactants needed to synthesize it. The reactants are: [CH3:1][O:2][C:3]1[CH:8]=[C:7]([N:9]2[CH2:15][CH2:14][CH2:13][N:12]([CH3:16])[CH2:11][CH2:10]2)[C:6]([N+:17]([O-])=O)=[CH:5][C:4]=1[NH:20][C:21]1[N:26]=[C:25]([N:27]2[CH:31]=[C:30]([CH:32]=O)[CH:29]=[N:28]2)[C:24]([CH3:34])=[CH:23][N:22]=1.Cl.[NH:36]1[CH2:39][CH2:38][CH2:37]1. (7) The reactants are: [OH:1][CH2:2][C:3]1[CH:4]=[C:5]([C:9](=[O:11])[CH3:10])[CH:6]=[CH:7][CH:8]=1.[CH:12]([C:14]1[CH:24]=[CH:23][C:17]([CH:18]=[CH:19][C:20]([OH:22])=[O:21])=[CH:16][CH:15]=1)=O.[OH-].[K+]. Given the product [OH:1][CH2:2][C:3]1[CH:4]=[C:5]([C:9](=[O:11])/[CH:10]=[CH:12]/[C:14]2[CH:15]=[CH:16][C:17](/[CH:18]=[CH:19]/[C:20]([OH:22])=[O:21])=[CH:23][CH:24]=2)[CH:6]=[CH:7][CH:8]=1, predict the reactants needed to synthesize it.